This data is from Experimentally validated miRNA-target interactions with 360,000+ pairs, plus equal number of negative samples. The task is: Binary Classification. Given a miRNA mature sequence and a target amino acid sequence, predict their likelihood of interaction. (1) The miRNA is mmu-miR-150-5p with sequence UCUCCCAACCCUUGUACCAGUG. The protein sequence of the target gene is MSLVIKNLQRVVPIRRVPLRRKMDLVRSILGVKKFDLGIICVDNKTIQNINRIYRNKNVPTDVLSFSFHENLKAGEFPQPHSPDDYNLGDIFLGVEYILQHCRESEDYCDVLTVTATHGLCHLLGFTHSSKAEWQKMYNQEKLVLEELSRYTGARLQPLSRGLY. Result: 1 (interaction). (2) The miRNA is hsa-miR-6883-5p with sequence AGGGAGGGUGUGGUAUGGAUGU. The protein sequence of the target gene is MAGPRGALLAWCRRQCEGYRGVEIRDLSSSFRDGLAFCAILHRHRPDLLDFDSLSKDNVFENNRLAFEVAEKELGIPALLDPNDMVSMSVPDCLSIMTYVSQYYNHFCSPGQAGVSPPRKGLAPCSPPSVAPTPVEPEDVAQGEELSSGSLSEQGTGQTPSSTCAACQQHVHLVQRYLADGRLYHRHCFRCRRCSSTLLPGAYENGPEEGTFVCAEHCARLGPGTRSGTRPGPFSQPKQQHQQQLAEDAKDVPGGGPSSSAPAGAEADGPKASPEARPQIPTKPRVPGKLQELASPPAGR.... Result: 0 (no interaction). (3) The miRNA is hsa-miR-8076 with sequence UAUAUGGACUUUUCUGAUACAAUG. The protein sequence of the target gene is MVDGAMILSVLMMMALPSPSMEDEEPKVNPKLYMCVCEGLSCGNEDHCEGQQCFSSLSVNDGFRVYQKGCFQVYEQGKMTCKTPPSPGQAVECCQGDWCNRNVTARLPTKGKSFPGSQNFHLEVGLIILSVVFAVCLFACILGVALRKFKRRNQERLNPRDVEYGTIEGLITTNVGDSTLAELLDHSCTSGSGSGLPFLVQRTVARQITLLECVGKGRYGEVWRGSWQGENVAVKIFSSRDEKSWFRETELYNTVMLRHENILGFIASDMTSRHSSTQLWLITHYHEMGSLYDYLQLTTL.... Result: 0 (no interaction). (4) The miRNA is hsa-miR-219a-1-3p with sequence AGAGUUGAGUCUGGACGUCCCG. The protein sequence of the target gene is MRCLAPRPAGSYLSEPQGSSQCATMELGPLEGGYLELLNSDADPLCLYHFYDQMDLAGEEEIELYSEPDTDTINCDQFSRLLCDMEGDEETREAYANIAELDQYVFQDSQLEGLSKDIFKHIGPDEVIGESMEMPAEVGQKSQKRPFPEELPADLKHWKPAEPPTVVTGSLLVRPVSDCSTLPCLPLPALFNQEPASGQMRLEKTDQIPMPFSSSSLSCLNLPEGPIQFVPTISTLPHGLWQISEAGTGVSSIFIYHGEVPQASQVPPPSGFTVHGLPTSPDRPGSTSPFAPSATDLPSM.... Result: 1 (interaction). (5) The miRNA is mmu-miR-466i-3p with sequence AUACACACACACAUACACACUA. The protein sequence of the target gene is MPPQLHNGLDFSAKVIQGSLDSLPQAVRKFVEGNAQLCQPEYIHICDGSEEEYGQLLAHMQEEGVIRKLKKYDNCWLALTDPRDVARIESKTVIITQEQRDTVPIPKTGLSQLGRWMSEEDFEKAFNARFPGCMKGRTMYVIPFSMGPLGSPLAKIGIELTDSPYVVASMRIMTRMGISVLEALGDGEFIKCLHSVGCPLPLKKPLVNNWACNPELTLIAHLPDRREIISFGSGYGGNSLLGKKCFALRIASRLAKEEGWLAEHMLILGITNPEGKKKYLAAAFPSACGKTNLAMMNPSL.... Result: 1 (interaction).